Predict which catalyst facilitates the given reaction. From a dataset of Catalyst prediction with 721,799 reactions and 888 catalyst types from USPTO. (1) Reactant: [H-].[Al+3].[Li+].[H-].[H-].[H-].[Cl:7][C:8]1[C:26]2[C:21](=[CH:22][CH:23]=[CH:24][CH:25]=2)[C:11]2[O:12][CH:13]([CH2:15][NH:16][C:17](=O)OC)[CH2:14][C:10]=2[CH:9]=1.Cl. Product: [Cl:7][C:8]1[C:26]2[C:21](=[CH:22][CH:23]=[CH:24][CH:25]=2)[C:11]2[O:12][CH:13]([CH2:15][NH:16][CH3:17])[CH2:14][C:10]=2[CH:9]=1. The catalyst class is: 7. (2) Reactant: Cl[O-].[Na+].[CH2:4]([O:11][C:12]1[CH:13]=[C:14](/[CH:19]=[N:20]/[OH:21])[CH:15]=[C:16]([Br:18])[CH:17]=1)[C:5]1[CH:10]=[CH:9][CH:8]=[CH:7][CH:6]=1.[CH2:22]=[C:23]([CH2:31][C:32]([O:34][C:35]([CH3:38])([CH3:37])[CH3:36])=[O:33])[C:24]([O:26][C:27]([CH3:30])([CH3:29])[CH3:28])=[O:25]. Product: [CH2:4]([O:11][C:12]1[CH:13]=[C:14]([C:19]2[CH2:22][C:23]([CH2:31][C:32]([O:34][C:35]([CH3:36])([CH3:38])[CH3:37])=[O:33])([C:24]([O:26][C:27]([CH3:30])([CH3:28])[CH3:29])=[O:25])[O:21][N:20]=2)[CH:15]=[C:16]([Br:18])[CH:17]=1)[C:5]1[CH:6]=[CH:7][CH:8]=[CH:9][CH:10]=1. The catalyst class is: 375. (3) Reactant: [Br:1][C:2]1[C:3](=[O:18])[N:4]([CH2:10][C:11]2[CH:16]=[N:15][C:14]([CH3:17])=[CH:13][N:12]=2)[C:5]([CH3:9])=[CH:6][C:7]=1[OH:8].C(=O)([O-])[O-].[K+].[K+].[F:25][C:26]1[CH:33]=[C:32]([F:34])[CH:31]=[CH:30][C:27]=1[CH2:28]Br. Product: [Br:1][C:2]1[C:3](=[O:18])[N:4]([CH2:10][C:11]2[CH:16]=[N:15][C:14]([CH3:17])=[CH:13][N:12]=2)[C:5]([CH3:9])=[CH:6][C:7]=1[O:8][CH2:28][C:27]1[CH:30]=[CH:31][C:32]([F:34])=[CH:33][C:26]=1[F:25]. The catalyst class is: 44. (4) Reactant: [CH3:1][N:2]1[CH2:11][CH2:10][C:9]2[C:4](=[CH:5][CH:6]=[CH:7][CH:8]=2)[C:3]1=[O:12].[N+:13]([O-])([O-:15])=[O:14].[K+]. Product: [CH3:1][N:2]1[CH2:11][CH2:10][C:9]2[C:4](=[CH:5][C:6]([N+:13]([O-:15])=[O:14])=[CH:7][CH:8]=2)[C:3]1=[O:12]. The catalyst class is: 82.